From a dataset of hERG Central: cardiac toxicity at 1µM, 10µM, and general inhibition. Predict hERG channel inhibition at various concentrations. (1) The compound is CN1CCN(CC(=O)Nc2c(C(=O)c3ccccc3)oc3ccccc23)CC1. Results: hERG_inhib (hERG inhibition (general)): blocker. (2) The drug is CN(CCn1ccnc1)Cc1cn(-c2ccccc2)nc1-c1ccc2c(c1)OCO2. Results: hERG_inhib (hERG inhibition (general)): blocker.